From a dataset of Peptide-MHC class I binding affinity with 185,985 pairs from IEDB/IMGT. Regression. Given a peptide amino acid sequence and an MHC pseudo amino acid sequence, predict their binding affinity value. This is MHC class I binding data. (1) The peptide sequence is VLDIGDAYFSI. The MHC is Mamu-A02 with pseudo-sequence Mamu-A02. The binding affinity (normalized) is 0. (2) The binding affinity (normalized) is 0.0214. The peptide sequence is FLSHHFTLV. The MHC is HLA-A30:02 with pseudo-sequence HLA-A30:02. (3) The peptide sequence is RQRAVRMVL. The binding affinity (normalized) is 0.213. The MHC is HLA-C04:01 with pseudo-sequence HLA-C04:01. (4) The peptide sequence is LINERDYSRY. The binding affinity (normalized) is 0. The MHC is HLA-A30:01 with pseudo-sequence HLA-A30:01.